This data is from Experimentally validated miRNA-target interactions with 360,000+ pairs, plus equal number of negative samples. The task is: Binary Classification. Given a miRNA mature sequence and a target amino acid sequence, predict their likelihood of interaction. (1) The miRNA is hsa-miR-548e-5p with sequence CAAAAGCAAUCGCGGUUUUUGC. The protein sequence of the target gene is MDFIFHEKQEGFLCAQHCLNNLLQGEYFSPVELASIAHQLDEEERMRMAEGGVTSEEYLAFLQQPSENMDDTGFFSIQVISNALKFWGLEIIHFNNPEYQKLGIDPINERSFICNYKQHWFTIRKFGKHWFNLNSLLAGPELISDTCLANFLARLQQQAYSVFVVKGDLPDCEADQLLQIISVEEMDTPKLNGKKLVKQKEHRVYKTVLEKVSEESDESGTSDQDEEDFQRALELSRQETNREDEHLRSTIELSMQGSSGNTSQDLPKTSCVTPASEQPKKIKEDYFEKHQQEQKQQQQQ.... Result: 1 (interaction). (2) The miRNA is hsa-miR-660-5p with sequence UACCCAUUGCAUAUCGGAGUUG. The protein sequence of the target gene is MLSSFNEWFWQDRFWLPPNVTWTELEDRDGRVYPHPQDLLAALPLALVLLAMRLAFERFIGLPLSRWLGVRDQTRRQVKPNATLEKHFLTEGHRPKEPQLSLLAAQCGLTLQQTQRWFRRRRNQDRPQLTKKFCEASWRFLFYLSSFVGGLSVLYHESWLWAPVMCWDRYPNQTLKPSLYWWYLLELGFYLSLLIRLPFDVKRKDFKEQVIHHFVAVILMTFSYSANLLRIGSLVLLLHDSSDYLLEACKMVNYMQYQQVCDALFLIFSFVFFYTRLVLFPTQILYTTYYESISNRGPFF.... Result: 1 (interaction). (3) The miRNA is mmu-miR-9-5p with sequence UCUUUGGUUAUCUAGCUGUAUGA. The protein sequence of the target gene is MPKGPKQQPPEPEWIGDGEGTSPADKVVKKGKKDKKTKKTFFEELAVEDKQAGEEEKLQKEKEQQQQQQQQKKKRDTRKGRRKKDVDDDSDERVLMERLKQLSVPASDEEDEVPAPIPRGRKKAKGGNVFEALIQDDSEEEEEEEENRVLKPAKPEKNRINKAVAEEPPGLRSKKGKEEKSKGKAKSKPAAADSEGEEEEEDTAKEKEPPQQGKDRDKKEAEQGSGEEKEEKEGDLKANDPYANLSKKEKKKLKKQMDYERQVESLKAANAAENDFSVSQAEVSSRQAMLENASDIKLEK.... Result: 1 (interaction). (4) The miRNA is hsa-miR-888-3p with sequence GACUGACACCUCUUUGGGUGAA. The protein sequence of the target gene is MALLPRALGVGAAPSLRRAARALTCAMASPGEPQPPAPDTSSFDYLVIGGGSGGLASARRAAELGARAAVVESHKLGGTCVNVGCVPKKVMWNTAVHSEFMHDHVDYGFQSCEGKFSWHVIKQKRDAYVSRLNTIYQNNLTKSHIEIIHGYATFADGPRPTVEVNGKKFTAPHILIATGGVPTVPHESQIPGASLGITSDGFFQLEDLPSRSVIVGAGYIAVEIAGILSALGSKTSLMIRHDKVLRNFDSLISSNCTEELENAGVEVLKFTQVKEVKKTSSGLELQVVTSVPGRKPTTTM.... Result: 0 (no interaction). (5) The miRNA is cel-miR-42-3p with sequence UCACCGGGUUAACAUCUACAGA. The protein sequence of the target gene is MSTRESFNPESYELDKSFRLTRFTELKGTGCKVPQDVLQKLLESLQENHFQEDEQFLGAVMPRLGIGMDTCVIPLRHGGLSLVQTTDYIYPIVDDPYMMGRIACANVLSDLYAMGVTECDNMLMLLGVSNKMTDRERDKVMPLIIQGFKDAAEEAGTSVTGGQTVLNPWIVLGGVATTVCQPNEFIMPDNAVPGDVLVLTKPLGTQVAVAVHQWLDIPEKWNKIKLVVTQEDVELAYQEAMMNMARLNRTAAGLMHTFNAHAATDITGFGILGHAQNLAKQQRNEVSFVIHNLPVLAKMA.... Result: 0 (no interaction). (6) The miRNA is hsa-miR-4721 with sequence UGAGGGCUCCAGGUGACGGUGG. The protein sequence of the target gene is MTFYLFGIRSFPKLWKSPYLGLGPGHSYVSLFLADRCGIRNQQRLFSLKTMSPQNTKATNLIAKARYLRKDEGSNKQVYSVPHFFLAGAAKERSQMNSQTEDHALAPVRNTIQLPTQPLNSEEWDKLKEDLKENTGKTSFESWIISQMAGCHSSIDVAKSLLAWVAAKNNGIVSYDLLVKYLYLCVFHMQTSEVIDVFEIMKARYKTLEPRGYSLLIRGLIHSDRWREALLLLEDIKKVITPSKKNYNDCIQGALLHQDVNTAWNLYQELLGHDIVPMLETLKAFFDFGKDIKDDNYSNK.... Result: 1 (interaction). (7) The miRNA is hsa-miR-3938 with sequence AAUUCCCUUGUAGAUAACCCGG. The protein sequence of the target gene is MAEQLLPQALYLSNMRKAVKIRERTPEDIFKPTNGIIYHFKTMHRYTLEMFRTCQFCPQFREIIHKALIDRSVQASLESQKKLNWCREVRKLVALKTNGDGNCLMHAACQYMWGVQDTDLVLRKALCSTLKETDTRNFKFRWQLESLKSQEFVETGLCYDTRNWNDEWDNLVKMASADTPAARSGLQYNSLEEIHIFVLSNILRRPIIVISDKMLRSLESGSNFAPLKVGGIYLPLHWPAQECYRYPIVLGYDSQHFVPLVTLKDSGPELRAVPLVNRDRGRFEDLKVHFLTDPENEMKE.... Result: 0 (no interaction). (8) The miRNA is hsa-miR-6808-5p with sequence CAGGCAGGGAGGUGGGACCAUG. The protein sequence of the target gene is MASKEMFEDTVEERVINEEYKIWKKNTPFLYDLVMTHALQWPSLTVQWLPEVTKPEGKDYALHWLVLGTHTSDEQNHLVVARVHIPNDDAQFDASHCDSDKGEFGGFGSVTGKIECEIKINHEGEVNRARYMPQNPHIIATKTPSSDVLVFDYTKHPAKPDPSGECNPDLRLRGHQKEGYGLSWNSNLSGHLLSASDDHTVCLWDINAGPKEGKIVDAKAIFTGHSAVVEDVAWHLLHESLFGSVADDQKLMIWDTRSNTTSKPSHLVDAHTAEVNCLSFNPYSEFILATGSADKTVALW.... Result: 0 (no interaction).